Dataset: Catalyst prediction with 721,799 reactions and 888 catalyst types from USPTO. Task: Predict which catalyst facilitates the given reaction. Reactant: [CH3:1][C:2]1[CH:15]=[C:14]([S:16][CH:17]([CH3:19])[CH3:18])[C:13]2[C:4](=[C:5]3[C:10](=[CH:11][CH:12]=2)[CH:9]=[CH:8][CH:7]=[N:6]3)[N:3]=1.[O:20]1CCOCC1. Product: [CH:17]([S:16][C:14]1[C:13]2[C:4](=[C:5]3[C:10](=[CH:11][CH:12]=2)[CH:9]=[CH:8][CH:7]=[N:6]3)[N:3]=[C:2]([CH:1]=[O:20])[CH:15]=1)([CH3:19])[CH3:18]. The catalyst class is: 6.